Predict which catalyst facilitates the given reaction. From a dataset of Catalyst prediction with 721,799 reactions and 888 catalyst types from USPTO. (1) Reactant: [CH3:1][O:2][C:3]1[CH:4]=[CH:5][C:6]([CH2:9][C:10]([OH:12])=O)=[N:7][CH:8]=1.C(N1C=CN=C1)(N1C=CN=C1)=O.Cl.Cl.[CH3:27][C:28]1[CH:29]=[N:30][N:31]([C:33]2[CH:34]=[C:35]3[C:39](=[CH:40][CH:41]=2)[C@H:38]([N:42]2[CH2:45][C:44]4([CH2:50][CH2:49][NH:48][CH2:47][CH2:46]4)[CH2:43]2)[CH2:37][CH2:36]3)[CH:32]=1.C(N(CC)CC)C. Product: [CH3:1][O:2][C:3]1[CH:4]=[CH:5][C:6]([CH2:9][C:10]([N:48]2[CH2:49][CH2:50][C:44]3([CH2:43][N:42]([C@H:38]4[C:39]5[C:35](=[CH:34][C:33]([N:31]6[CH:32]=[C:28]([CH3:27])[CH:29]=[N:30]6)=[CH:41][CH:40]=5)[CH2:36][CH2:37]4)[CH2:45]3)[CH2:46][CH2:47]2)=[O:12])=[N:7][CH:8]=1. The catalyst class is: 4. (2) Reactant: C(OC(=O)[NH:7][C:8]1[CH:13]=[C:12]([CH3:14])[C:11]([C:15]([F:18])([F:17])[F:16])=[CH:10][C:9]=1[NH:19][C:20](=[O:42])[CH2:21][C:22]([C:24]1[CH:29]=[CH:28][CH:27]=[C:26]([C:30]2[CH:35]=[CH:34][N:33]=[C:32]([N:36]3[CH2:41][CH2:40][O:39][CH2:38][CH2:37]3)[CH:31]=2)[CH:25]=1)=O)(C)(C)C.C(O)(C(F)(F)F)=O. The catalyst class is: 2. Product: [CH3:14][C:12]1[C:11]([C:15]([F:16])([F:17])[F:18])=[CH:10][C:9]2[NH:19][C:20](=[O:42])[CH2:21][C:22]([C:24]3[CH:29]=[CH:28][CH:27]=[C:26]([C:30]4[CH:35]=[CH:34][N:33]=[C:32]([N:36]5[CH2:37][CH2:38][O:39][CH2:40][CH2:41]5)[CH:31]=4)[CH:25]=3)=[N:7][C:8]=2[CH:13]=1.